Regression. Given two drug SMILES strings and cell line genomic features, predict the synergy score measuring deviation from expected non-interaction effect. From a dataset of Merck oncology drug combination screen with 23,052 pairs across 39 cell lines. (1) Synergy scores: synergy=-20.2. Cell line: NCIH2122. Drug 2: O=C(CCCCCCC(=O)Nc1ccccc1)NO. Drug 1: CCC1(O)CC2CN(CCc3c([nH]c4ccccc34)C(C(=O)OC)(c3cc4c(cc3OC)N(C)C3C(O)(C(=O)OC)C(OC(C)=O)C5(CC)C=CCN6CCC43C65)C2)C1. (2) Drug 1: CCC1(O)CC2CN(CCc3c([nH]c4ccccc34)C(C(=O)OC)(c3cc4c(cc3OC)N(C)C3C(O)(C(=O)OC)C(OC(C)=O)C5(CC)C=CCN6CCC43C65)C2)C1. Drug 2: CNC(=O)c1cc(Oc2ccc(NC(=O)Nc3ccc(Cl)c(C(F)(F)F)c3)cc2)ccn1. Cell line: CAOV3. Synergy scores: synergy=-9.92. (3) Cell line: HT29. Synergy scores: synergy=41.2. Drug 1: CCN(CC)CCNC(=O)c1c(C)[nH]c(C=C2C(=O)Nc3ccc(F)cc32)c1C. Drug 2: Cc1nc(Nc2ncc(C(=O)Nc3c(C)cccc3Cl)s2)cc(N2CCN(CCO)CC2)n1. (4) Drug 1: C#Cc1cccc(Nc2ncnc3cc(OCCOC)c(OCCOC)cc23)c1. Drug 2: Cn1c(=O)n(-c2ccc(C(C)(C)C#N)cc2)c2c3cc(-c4cnc5ccccc5c4)ccc3ncc21. Cell line: NCIH1650. Synergy scores: synergy=26.8. (5) Drug 1: NC1(c2ccc(-c3nc4ccn5c(=O)[nH]nc5c4cc3-c3ccccc3)cc2)CCC1. Drug 2: Cc1nc(Nc2ncc(C(=O)Nc3c(C)cccc3Cl)s2)cc(N2CCN(CCO)CC2)n1. Cell line: NCIH1650. Synergy scores: synergy=79.3.